Task: Predict the reactants needed to synthesize the given product.. Dataset: Full USPTO retrosynthesis dataset with 1.9M reactions from patents (1976-2016) (1) Given the product [F:32][C:33]([F:37])([F:36])[C:40]([OH:4])=[O:41].[CH2:1]([S:3]([N:6]1[CH2:7][CH2:8][CH:9]([C:12]2[C:20]3[C:15](=[C:16]([C:29]([NH2:31])=[O:30])[CH:17]=[C:18]([C:21]4[CH:26]=[CH:25][CH:24]=[C:23]([CH2:27][NH:35][CH2:34][C:33]([F:37])([F:36])[F:32])[CH:22]=4)[CH:19]=3)[NH:14][CH:13]=2)[CH2:10][CH2:11]1)(=[O:4])=[O:5])[CH3:2], predict the reactants needed to synthesize it. The reactants are: [CH2:1]([S:3]([N:6]1[CH2:11][CH2:10][CH:9]([C:12]2[C:20]3[C:15](=[C:16]([C:29]([NH2:31])=[O:30])[CH:17]=[C:18]([C:21]4[CH:26]=[CH:25][CH:24]=[C:23]([CH:27]=O)[CH:22]=4)[CH:19]=3)[NH:14][CH:13]=2)[CH2:8][CH2:7]1)(=[O:5])=[O:4])[CH3:2].[F:32][C:33]([F:37])([F:36])[CH2:34][NH2:35].[BH4-].[Na+].[CH3:40][OH:41]. (2) The reactants are: [Cl:1][C:2]1[N:11]=[CH:10][CH:9]=[C:8]2[C:3]=1[CH:4]=[C:5]([C:20]1[CH:25]=[CH:24][CH:23]=[CH:22][CH:21]=1)[C:6]([C:12]1[CH:19]=[CH:18][C:15](C=O)=[CH:14][CH:13]=1)=[N:7]2.[C:26](NC(=O)[O-])([CH3:29])([CH3:28])[CH3:27].C([SiH](CC)CC)C.FC(F)(F)[C:43]([OH:45])=[O:44].C([O-])(O)=O.[Na+].[C:53](#[N:55])C. Given the product [Cl:1][C:2]1[N:11]=[CH:10][CH:9]=[C:8]2[C:3]=1[CH:4]=[C:5]([C:20]1[CH:21]=[CH:22][CH:23]=[CH:24][CH:25]=1)[C:6]([C:12]1[CH:13]=[CH:14][C:15]([CH2:53][NH:55][C:43](=[O:44])[O:45][C:26]([CH3:29])([CH3:28])[CH3:27])=[CH:18][CH:19]=1)=[N:7]2, predict the reactants needed to synthesize it. (3) Given the product [CH:1]1[C:10]2[C:5](=[CH:6][CH:7]=[CH:8][CH:9]=2)[CH:4]=[CH:3][C:2]=1[C:11]1[CH:12]([C:19]2[CH:24]=[CH:23][N:22]=[CH:21][CH:20]=2)[CH2:13][C:14](=[O:16])[NH:27][N:28]=1, predict the reactants needed to synthesize it. The reactants are: [CH:1]1[C:10]2[C:5](=[CH:6][CH:7]=[CH:8][CH:9]=2)[CH:4]=[CH:3][C:2]=1[C:11](=O)[CH:12]([C:19]1[CH:24]=[CH:23][N:22]=[CH:21][CH:20]=1)[CH2:13][C:14]([O:16]CC)=O.O.[NH2:27][NH2:28]. (4) Given the product [CH:4]1([N:8]2[CH2:14][CH2:13][CH2:12][N:11]([C:15]([N:17]3[CH2:18][CH:19]([O:21][C:22]4[CH:23]=[CH:24][C:25]([C:19]([OH:21])([CH3:20])[CH3:18])=[N:26][CH:27]=4)[CH2:20]3)=[O:16])[CH2:10][CH2:9]2)[CH2:7][CH2:6][CH2:5]1.[CH:4]1([N:8]2[CH2:14][CH2:13][CH2:12][N:11]([C:15]([N:17]3[CH2:18][CH:19]([O:21][C:22]4[CH:23]=[CH:24][C:25]([C:28](=[O:30])[CH3:1])=[N:26][CH:27]=4)[CH2:20]3)=[O:16])[CH2:10][CH2:9]2)[CH2:5][CH2:6][CH2:7]1, predict the reactants needed to synthesize it. The reactants are: [CH3:1][Mg+].[Br-].[CH:4]1([N:8]2[CH2:14][CH2:13][CH2:12][N:11]([C:15]([N:17]3[CH2:20][CH:19]([O:21][C:22]4[CH:23]=[CH:24][C:25]([C:28]([O:30]CC)=O)=[N:26][CH:27]=4)[CH2:18]3)=[O:16])[CH2:10][CH2:9]2)[CH2:7][CH2:6][CH2:5]1.